From a dataset of Full USPTO retrosynthesis dataset with 1.9M reactions from patents (1976-2016). Predict the reactants needed to synthesize the given product. (1) Given the product [C:1]([C:3]1[CH:4]=[C:5]([N:9]2[C:13]([C:14]([OH:16])=[O:15])=[CH:12][C:11]([CH:19]([CH3:21])[CH3:20])=[N:10]2)[CH:6]=[CH:7][CH:8]=1)#[N:2], predict the reactants needed to synthesize it. The reactants are: [C:1]([C:3]1[CH:4]=[C:5]([N:9]2[C:13]([C:14]([O:16]CC)=[O:15])=[CH:12][C:11]([CH:19]([CH3:21])[CH3:20])=[N:10]2)[CH:6]=[CH:7][CH:8]=1)#[N:2].O[Li].O. (2) Given the product [C:9]1([CH3:15])[CH:14]=[CH:13][CH:12]=[CH:11][CH:10]=1.[CH2:1]([P:3](=[O:4])([O-:6])[O-:5])[CH3:2].[Cu+2:7], predict the reactants needed to synthesize it. The reactants are: [CH2:1]([P:3](=[O:6])([O-:5])[O-:4])[CH3:2].[Cu+2:7].[Cu].[C:9]1([CH3:15])[CH:14]=[CH:13][CH:12]=[CH:11][CH:10]=1.